From a dataset of NCI-60 drug combinations with 297,098 pairs across 59 cell lines. Regression. Given two drug SMILES strings and cell line genomic features, predict the synergy score measuring deviation from expected non-interaction effect. (1) Synergy scores: CSS=51.7, Synergy_ZIP=1.53, Synergy_Bliss=7.05, Synergy_Loewe=2.37, Synergy_HSA=2.70. Drug 2: CC1C(C(CC(O1)OC2CC(OC(C2O)C)OC3=CC4=CC5=C(C(=O)C(C(C5)C(C(=O)C(C(C)O)O)OC)OC6CC(C(C(O6)C)O)OC7CC(C(C(O7)C)O)OC8CC(C(C(O8)C)O)(C)O)C(=C4C(=C3C)O)O)O)O. Cell line: TK-10. Drug 1: C1CN1C2=NC(=NC(=N2)N3CC3)N4CC4. (2) Drug 1: CC1=C2C(C(=O)C3(C(CC4C(C3C(C(C2(C)C)(CC1OC(=O)C(C(C5=CC=CC=C5)NC(=O)OC(C)(C)C)O)O)OC(=O)C6=CC=CC=C6)(CO4)OC(=O)C)O)C)O. Synergy scores: CSS=66.6, Synergy_ZIP=-0.951, Synergy_Bliss=-1.46, Synergy_Loewe=-8.91, Synergy_HSA=-0.471. Drug 2: C#CCC(CC1=CN=C2C(=N1)C(=NC(=N2)N)N)C3=CC=C(C=C3)C(=O)NC(CCC(=O)O)C(=O)O. Cell line: SNB-19. (3) Drug 1: CCCS(=O)(=O)NC1=C(C(=C(C=C1)F)C(=O)C2=CNC3=C2C=C(C=N3)C4=CC=C(C=C4)Cl)F. Drug 2: CCC(=C(C1=CC=CC=C1)C2=CC=C(C=C2)OCCN(C)C)C3=CC=CC=C3.C(C(=O)O)C(CC(=O)O)(C(=O)O)O. Cell line: RXF 393. Synergy scores: CSS=11.2, Synergy_ZIP=-2.13, Synergy_Bliss=5.68, Synergy_Loewe=0.851, Synergy_HSA=4.01. (4) Drug 1: CC1=C(C(CCC1)(C)C)C=CC(=CC=CC(=CC(=O)O)C)C. Drug 2: C1C(C(OC1N2C=NC3=C2NC=NCC3O)CO)O. Cell line: OVCAR-5. Synergy scores: CSS=1.07, Synergy_ZIP=-0.404, Synergy_Bliss=-0.958, Synergy_Loewe=-0.749, Synergy_HSA=-1.71. (5) Drug 1: CC(CN1CC(=O)NC(=O)C1)N2CC(=O)NC(=O)C2. Drug 2: CS(=O)(=O)OCCCCOS(=O)(=O)C. Cell line: RPMI-8226. Synergy scores: CSS=45.3, Synergy_ZIP=4.28, Synergy_Bliss=8.58, Synergy_Loewe=-7.07, Synergy_HSA=5.69. (6) Drug 1: CCC1=C2CN3C(=CC4=C(C3=O)COC(=O)C4(CC)O)C2=NC5=C1C=C(C=C5)O. Drug 2: C(CN)CNCCSP(=O)(O)O. Cell line: SW-620. Synergy scores: CSS=24.9, Synergy_ZIP=8.01, Synergy_Bliss=8.48, Synergy_Loewe=-22.2, Synergy_HSA=4.18. (7) Drug 1: C(CC(=O)O)C(=O)CN.Cl. Drug 2: CC12CCC3C(C1CCC2OP(=O)(O)O)CCC4=C3C=CC(=C4)OC(=O)N(CCCl)CCCl.[Na+]. Cell line: SNB-75. Synergy scores: CSS=3.35, Synergy_ZIP=-1.26, Synergy_Bliss=-0.432, Synergy_Loewe=-1.08, Synergy_HSA=-0.705. (8) Drug 1: CC1=C(N=C(N=C1N)C(CC(=O)N)NCC(C(=O)N)N)C(=O)NC(C(C2=CN=CN2)OC3C(C(C(C(O3)CO)O)O)OC4C(C(C(C(O4)CO)O)OC(=O)N)O)C(=O)NC(C)C(C(C)C(=O)NC(C(C)O)C(=O)NCCC5=NC(=CS5)C6=NC(=CS6)C(=O)NCCC[S+](C)C)O. Drug 2: COCCOC1=C(C=C2C(=C1)C(=NC=N2)NC3=CC=CC(=C3)C#C)OCCOC.Cl. Cell line: HS 578T. Synergy scores: CSS=30.5, Synergy_ZIP=-1.25, Synergy_Bliss=-2.41, Synergy_Loewe=-12.4, Synergy_HSA=-1.24. (9) Drug 1: CC1CCC2CC(C(=CC=CC=CC(CC(C(=O)C(C(C(=CC(C(=O)CC(OC(=O)C3CCCCN3C(=O)C(=O)C1(O2)O)C(C)CC4CCC(C(C4)OC)O)C)C)O)OC)C)C)C)OC. Drug 2: CCN(CC)CCNC(=O)C1=C(NC(=C1C)C=C2C3=C(C=CC(=C3)F)NC2=O)C. Cell line: NCI-H460. Synergy scores: CSS=5.40, Synergy_ZIP=-1.77, Synergy_Bliss=0.704, Synergy_Loewe=-3.03, Synergy_HSA=0.0752. (10) Drug 1: C1CN1P(=S)(N2CC2)N3CC3. Drug 2: C1=CN(C(=O)N=C1N)C2C(C(C(O2)CO)O)O.Cl. Cell line: RPMI-8226. Synergy scores: CSS=14.0, Synergy_ZIP=-10.7, Synergy_Bliss=-6.64, Synergy_Loewe=-4.89, Synergy_HSA=-2.83.